Task: Predict the reactants needed to synthesize the given product.. Dataset: Full USPTO retrosynthesis dataset with 1.9M reactions from patents (1976-2016) (1) Given the product [Cl:15][C:14]1[CH:13]=[CH:12][C:11]([NH:16][C:17]([C:19]2[N:23]([CH3:24])[N:22]=[C:21]([C:25]([F:30])([F:31])[C:26]([F:27])([F:28])[F:29])[C:20]=2[C:32]([F:35])([F:34])[F:33])=[O:18])=[CH:10][C:9]=1[CH:7]([NH:6][C:1](=[O:4])[CH2:2][CH3:3])[CH3:8], predict the reactants needed to synthesize it. The reactants are: [C:1](Cl)(=[O:4])[CH2:2][CH3:3].[NH2:6][CH:7]([C:9]1[CH:10]=[C:11]([NH:16][C:17]([C:19]2[N:23]([CH3:24])[N:22]=[C:21]([C:25]([F:31])([F:30])[C:26]([F:29])([F:28])[F:27])[C:20]=2[C:32]([F:35])([F:34])[F:33])=[O:18])[CH:12]=[CH:13][C:14]=1[Cl:15])[CH3:8].N1C=CC=CC=1. (2) Given the product [CH2:14]([NH:21][S:22]([C:25]1[CH:30]=[CH:29][C:28]([N:31]2[CH2:36][CH2:35][CH:34]([NH:1][CH2:2][C@H:3]([OH:13])[CH2:4][O:5][C:6]3[CH:11]=[CH:10][C:9]([OH:12])=[CH:8][CH:7]=3)[CH2:33][CH2:32]2)=[CH:27][CH:26]=1)(=[O:23])=[O:24])[C:15]1[CH:16]=[CH:17][CH:18]=[CH:19][CH:20]=1, predict the reactants needed to synthesize it. The reactants are: [NH2:1][CH2:2][C@H:3]([OH:13])[CH2:4][O:5][C:6]1[CH:11]=[CH:10][C:9]([OH:12])=[CH:8][CH:7]=1.[CH2:14]([NH:21][S:22]([C:25]1[CH:30]=[CH:29][C:28]([N:31]2[CH2:36][CH2:35][C:34](=O)[CH2:33][CH2:32]2)=[CH:27][CH:26]=1)(=[O:24])=[O:23])[C:15]1[CH:20]=[CH:19][CH:18]=[CH:17][CH:16]=1.